Dataset: Full USPTO retrosynthesis dataset with 1.9M reactions from patents (1976-2016). Task: Predict the reactants needed to synthesize the given product. (1) Given the product [CH2:35]([O:37][C:38](=[O:61])[CH2:39][C:40]1[O:44][C:43]([C:45]2[CH:50]=[CH:49][C:48]([C:51]3[CH:56]=[CH:55][CH:54]=[CH:53][CH:52]=3)=[CH:47][CH:46]=2)=[CH:42][CH:41]=1)[CH3:36], predict the reactants needed to synthesize it. The reactants are: C([C@H]1COC(C)(C)N1C(=O)CC1C=CN(C2C=CC(C3C=CC=CC=3)=CC=2)C=1)C1C=CC=CC=1.[CH2:35]([O:37][C:38](=[O:61])[CH:39](OC(=O)C)[C:40]1[O:44][C:43]([C:45]2[CH:50]=[CH:49][C:48]([C:51]3[CH:56]=[CH:55][CH:54]=[CH:53][CH:52]=3)=[CH:47][CH:46]=2)=[CH:42][CH:41]=1)[CH3:36]. (2) Given the product [CH2:1]([O:3][C:4](=[O:15])[CH:5]([C:7]1[CH:12]=[CH:11][C:10]2[NH:13][C:23](=[S:24])[O:14][C:9]=2[CH:8]=1)[CH3:6])[CH3:2], predict the reactants needed to synthesize it. The reactants are: [CH2:1]([O:3][C:4](=[O:15])[CH:5]([C:7]1[CH:12]=[CH:11][C:10]([NH2:13])=[C:9]([OH:14])[CH:8]=1)[CH3:6])[CH3:2].C1C=CC(O[C:23](Cl)=[S:24])=CC=1.C1CCN2C(=NCCC2)CC1.O. (3) Given the product [O:28]1[CH2:29][CH2:30][N:25]([CH2:24][CH2:23][N:5]([C:6]2[CH:7]=[C:8]3[C:12](=[CH:13][CH:14]=2)[N:11]([CH2:15][C:16]([O:18][CH3:19])=[O:17])[C:10](=[O:20])[CH2:9]3)[S:2]([CH3:1])(=[O:3])=[O:4])[CH2:26][CH2:27]1, predict the reactants needed to synthesize it. The reactants are: [CH3:1][S:2]([NH:5][C:6]1[CH:7]=[C:8]2[C:12](=[CH:13][CH:14]=1)[N:11]([CH2:15][C:16]([O:18][CH3:19])=[O:17])[C:10](=[O:20])[CH2:9]2)(=[O:4])=[O:3].Cl.Cl[CH2:23][CH2:24][N:25]1[CH2:30][CH2:29][O:28][CH2:27][CH2:26]1.C([O-])([O-])=O.[K+].[K+]. (4) Given the product [NH2:1][C:2]1[C:10]([CH3:11])=[CH:9][C:8](/[CH:12]=[N:16]/[O:17][CH3:18])=[CH:7][C:3]=1[C:4]([OH:6])=[O:5], predict the reactants needed to synthesize it. The reactants are: [NH2:1][C:2]1[C:10]([CH3:11])=[CH:9][C:8]([CH:12]=O)=[CH:7][C:3]=1[C:4]([OH:6])=[O:5].Cl.C[NH:16][OH:17].[C:18](O)(=O)C. (5) Given the product [CH3:17][NH:16][C@@H:8]([C:4]1[CH:5]=[CH:6][CH:7]=[C:2]([C:19]#[C:18][Si:20]([CH3:23])([CH3:22])[CH3:21])[CH:3]=1)[CH2:9][N:10]1[CH2:14][CH2:13][C@H:12]([OH:15])[CH2:11]1, predict the reactants needed to synthesize it. The reactants are: Br[C:2]1[CH:3]=[C:4]([C@H:8]([NH:16][CH3:17])[CH2:9][N:10]2[CH2:14][CH2:13][C@H:12]([OH:15])[CH2:11]2)[CH:5]=[CH:6][CH:7]=1.[C:18]([Si:20]([CH3:23])([CH3:22])[CH3:21])#[CH:19]. (6) Given the product [CH3:47][N:48]([CH2:1][C:3]1[CH:4]=[C:5]([CH:43]=[CH:44][CH:45]=1)[CH2:6][N:7]1[CH:11]=[C:10]([NH:12][C:13]([C:15]2[C:23]3[C:18](=[CH:19][CH:20]=[CH:21][CH:22]=3)[NH:17][N:16]=2)=[O:14])[CH:9]=[N:8]1)[CH3:49], predict the reactants needed to synthesize it. The reactants are: [CH:1]([C:3]1[CH:4]=[C:5]([CH:43]=[CH:44][CH:45]=1)[CH2:6][N:7]1[CH:11]=[C:10]([NH:12][C:13]([C:15]2[C:23]3[C:18](=[CH:19][CH:20]=[CH:21][CH:22]=3)[N:17](C(C3C=CC=CC=3)(C3C=CC=CC=3)C3C=CC=CC=3)[N:16]=2)=[O:14])[CH:9]=[N:8]1)=O.Cl.[CH3:47][NH:48][CH3:49].C([BH3-])#N.[Na+].C([SiH](C(C)C)C(C)C)(C)C. (7) Given the product [Cl:13][C:14]1[CH:19]=[C:18]([Cl:1])[CH:17]=[CH:16][C:15]=1[CH2:24][S:25]([NH:5][CH2:4][CH2:3][F:2])(=[O:27])=[O:26], predict the reactants needed to synthesize it. The reactants are: [ClH:1].[F:2][CH2:3][CH2:4][NH2:5].C(N(CC)CC)C.[Cl:13][C:14]1[CH:19]=[CH:18][C:17](C(F)(F)F)=[CH:16][C:15]=1[CH2:24][S:25](Cl)(=[O:27])=[O:26]. (8) Given the product [NH2:1][C:2]1[N:7]=[C:6]([NH:30][CH:27]([CH3:29])[CH3:28])[C:5]([C:11]2[CH:12]=[CH:13][C:14](=[O:20])[N:15]([CH:17]([CH3:19])[CH3:18])[N:16]=2)=[C:4]([C:21]2[CH:26]=[CH:25][CH:24]=[CH:23][CH:22]=2)[N:3]=1, predict the reactants needed to synthesize it. The reactants are: [NH2:1][C:2]1[N:7]=[C:6](S(C)=O)[C:5]([C:11]2[CH:12]=[CH:13][C:14](=[O:20])[N:15]([CH:17]([CH3:19])[CH3:18])[N:16]=2)=[C:4]([C:21]2[CH:26]=[CH:25][CH:24]=[CH:23][CH:22]=2)[N:3]=1.[CH:27]([NH2:30])([CH3:29])[CH3:28]. (9) Given the product [CH3:19][C:18]([CH3:21])([CH3:20])[C:17]([C:16]1[C:10]2[C:11](=[N:12][CH:13]=[C:8]([C:4]3[CH:3]=[C:2]([O:1][S:45]([C:44]([F:65])([F:66])[C:43]([F:67])([F:68])[C:42]([F:69])([F:70])[C:41]([F:72])([F:71])[F:40])(=[O:47])=[O:46])[CH:7]=[CH:6][CH:5]=3)[N:9]=2)[N:14]([CH2:23][O:24][CH2:25][CH2:26][Si:27]([CH3:29])([CH3:28])[CH3:30])[CH:15]=1)=[O:22], predict the reactants needed to synthesize it. The reactants are: [OH:1][C:2]1[CH:3]=[C:4]([C:8]2[N:9]=[C:10]3[C:16]([C:17](=[O:22])[C:18]([CH3:21])([CH3:20])[CH3:19])=[CH:15][N:14]([CH2:23][O:24][CH2:25][CH2:26][Si:27]([CH3:30])([CH3:29])[CH3:28])[C:11]3=[N:12][CH:13]=2)[CH:5]=[CH:6][CH:7]=1.C(N(C(C)C)CC)(C)C.[F:40][C:41]([F:72])([F:71])[C:42]([F:70])([F:69])[C:43]([F:68])([F:67])[C:44]([F:66])([F:65])[S:45](O[S:45]([C:44]([F:66])([F:65])[C:43]([F:67])([F:68])[C:42]([F:69])([F:70])[C:41]([F:40])([F:71])[F:72])(=[O:46])=[O:47])(=[O:47])=[O:46]. (10) Given the product [CH3:15][N:16]1[CH2:21][CH2:20][N:19]([C:2]2[CH:3]=[C:4]([CH:9]=[C:10]([N+:12]([O-:14])=[O:13])[CH:11]=2)[C:5]([O:7][CH3:8])=[O:6])[CH2:18][CH2:17]1, predict the reactants needed to synthesize it. The reactants are: Br[C:2]1[CH:3]=[C:4]([CH:9]=[C:10]([N+:12]([O-:14])=[O:13])[CH:11]=1)[C:5]([O:7][CH3:8])=[O:6].[CH3:15][N:16]1[CH2:21][CH2:20][NH:19][CH2:18][CH2:17]1.C(=O)([O-])[O-].[Cs+].[Cs+].C(P(C(C)(C)C)C(C)(C)C)(C)(C)C.